Dataset: Catalyst prediction with 721,799 reactions and 888 catalyst types from USPTO. Task: Predict which catalyst facilitates the given reaction. (1) Reactant: [CH3:1][CH2:2][N:3](C(C)C)C(C)C.[CH3:10][C:11]([C:15]1[N:19]([CH2:20][CH:21]2[CH2:26][CH2:25][O:24][CH2:23][CH2:22]2)[C:18]2[CH:27]=[CH:28][C:29]([S:31]([N:34]3[CH:38]=[CH:37][C:36]([C:39]([OH:41])=O)=[CH:35]3)(=[O:33])=[O:32])=[CH:30][C:17]=2[N:16]=1)([CH3:14])CC.[CH3:42]N(C(ON1N=NC2C=CC=NC1=2)=[N+](C)C)C.F[P-](F)(F)(F)(F)F.Cl.C(N)C. Product: [C:11]([C:15]1[N:19]([CH2:20][CH:21]2[CH2:22][CH2:23][O:24][CH2:25][CH2:26]2)[C:18]2[CH:27]=[CH:28][C:29]([S:31]([N:34]3[CH:38]=[CH:37][C:36]([C:39]([NH:3][CH2:2][CH3:1])=[O:41])=[CH:35]3)(=[O:32])=[O:33])=[CH:30][C:17]=2[N:16]=1)([CH3:10])([CH3:42])[CH3:14]. The catalyst class is: 3. (2) Reactant: [C:1]([C:4]1[C:22](=[O:23])[C@@:8]2([CH3:24])[C:9]3[C:15]([OH:16])=[CH:14][C:13]([O:17][CH3:18])=[C:12]([C:19]([NH2:21])=[O:20])[C:10]=3[O:11][C:7]2=[CH:6][C:5]=1[OH:25])(=[O:3])[CH3:2].[F:26][C:27]1[CH:48]=[CH:47][C:30]([CH2:31][O:32][C:33]2[C:42]3[C:37](=[CH:38][CH:39]=[CH:40][CH:41]=3)[C:36]([CH:43]=O)=[C:35]([CH3:45])[C:34]=2[CH3:46])=[CH:29][CH:28]=1.C([SiH](CC)CC)C.FC(F)(F)C(O)=O. Product: [C:1]([C:4]1[C:22](=[O:23])[C@@:8]2([CH3:24])[C:9]3[C:15]([OH:16])=[CH:14][C:13]([O:17][CH3:18])=[C:12]([C:19]([NH:21][CH2:43][C:36]4[C:37]5[C:42](=[CH:41][CH:40]=[CH:39][CH:38]=5)[C:33]([O:32][CH2:31][C:30]5[CH:29]=[CH:28][C:27]([F:26])=[CH:48][CH:47]=5)=[C:34]([CH3:46])[C:35]=4[CH3:45])=[O:20])[C:10]=3[O:11][C:7]2=[CH:6][C:5]=1[OH:25])(=[O:3])[CH3:2]. The catalyst class is: 10. (3) Product: [NH2:1][C@@H:4]([CH2:34][CH2:35][CH2:36][CH3:37])[C@@H:5]([NH:13][C:14](=[O:33])[C:15]1[CH:20]=[C:19]([N:21]([CH3:26])[S:22]([CH3:25])(=[O:24])=[O:23])[N:18]=[C:17]([NH:27][CH2:28][CH:29]2[CH2:31][CH:30]2[CH3:32])[CH:16]=1)[CH2:6][C:7]1[CH:12]=[CH:11][CH:10]=[CH:9][CH:8]=1. Reactant: [N:1]([C@@H:4]([CH2:34][CH2:35][CH2:36][CH3:37])[C@@H:5]([NH:13][C:14](=[O:33])[C:15]1[CH:20]=[C:19]([N:21]([CH3:26])[S:22]([CH3:25])(=[O:24])=[O:23])[N:18]=[C:17]([NH:27][CH2:28][CH:29]2[CH2:31][CH:30]2[CH3:32])[CH:16]=1)[CH2:6][C:7]1[CH:12]=[CH:11][CH:10]=[CH:9][CH:8]=1)=[N+]=[N-]. The catalyst class is: 19. (4) Reactant: [Cl-].[Ce+3].[Cl-].[Cl-].C[Li].[CH2:7]([O:14][C:15]([NH:17][C@@H:18]1[CH2:23][CH2:22][C:21](=[O:24])[CH2:20][C@@H:19]1[NH:25][C:26]([O:28][CH2:29][C:30]1[CH:35]=[CH:34][CH:33]=[CH:32][CH:31]=1)=[O:27])=[O:16])[C:8]1[CH:13]=[CH:12][CH:11]=[CH:10][CH:9]=1.[C:36](O)(=O)C. Product: [CH2:7]([O:14][C:15]([NH:17][C@@H:18]1[CH2:23][CH2:22][C:21]([OH:24])([CH3:36])[CH2:20][C@@H:19]1[NH:25][C:26]([O:28][CH2:29][C:30]1[CH:35]=[CH:34][CH:33]=[CH:32][CH:31]=1)=[O:27])=[O:16])[C:8]1[CH:9]=[CH:10][CH:11]=[CH:12][CH:13]=1. The catalyst class is: 305. (5) Reactant: [N:1]1([CH2:6][CH2:7][CH2:8][CH2:9][C:10]2[CH:15]=[CH:14][C:13]([OH:16])=[CH:12][CH:11]=2)[CH:5]=[CH:4][N:3]=[N:2]1.[H-].[Na+].Cl[CH2:20][C:21]1[CH:22]=[N:23][CH:24]=[C:25]([C:27]2[CH:32]=[CH:31][C:30]([C:33]([F:36])([F:35])[F:34])=[CH:29][CH:28]=2)[CH:26]=1.O. Product: [N:1]1([CH2:6][CH2:7][CH2:8][CH2:9][C:10]2[CH:11]=[CH:12][C:13]([O:16][CH2:20][C:21]3[CH:22]=[N:23][CH:24]=[C:25]([C:27]4[CH:28]=[CH:29][C:30]([C:33]([F:36])([F:34])[F:35])=[CH:31][CH:32]=4)[CH:26]=3)=[CH:14][CH:15]=2)[CH:5]=[CH:4][N:3]=[N:2]1. The catalyst class is: 9. (6) Reactant: [BrH:1].[NH2:2][CH:3]([C:8]1[O:9][CH:10]=[CH:11][CH:12]=1)[C:4]([O:6][CH3:7])=[O:5].C([O-])(=O)C.[Na+].[Br:18]Br. Product: [Br:1][C:12]1[CH:11]=[C:10]([Br:18])[N:2]=[C:3]([C:4]([O:6][CH3:7])=[O:5])[C:8]=1[OH:9]. The catalyst class is: 72. (7) Reactant: [I:1]N1C(=O)CCC1=O.[Br:9][C:10]1[CH:19]=[CH:18][C:17]([Cl:20])=[C:16]2[C:11]=1[CH2:12][CH2:13][NH:14][C:15]2=[O:21]. Product: [Br:9][C:10]1[CH:19]=[C:18]([I:1])[C:17]([Cl:20])=[C:16]2[C:11]=1[CH2:12][CH2:13][NH:14][C:15]2=[O:21]. The catalyst class is: 65. (8) Reactant: [Na+].[I-].[F:3][C:4]1[CH:14]=[CH:13][CH:12]=[C:11]([C:15]([F:18])([F:17])[F:16])[C:5]=1[CH2:6][NH:7][C:8]([NH2:10])=[O:9].[CH2:19]=[C:20]1O[C:22](=[O:23])[CH2:21]1.O. Product: [F:3][C:4]1[CH:14]=[CH:13][CH:12]=[C:11]([C:15]([F:16])([F:17])[F:18])[C:5]=1[CH2:6][N:7]1[C:20]([CH3:19])=[CH:21][C:22](=[O:23])[NH:10][C:8]1=[O:9]. The catalyst class is: 10. (9) Reactant: [NH:1]1[C:10]2[C:5](=[CH:6][CH:7]=[CH:8][CH:9]=2)[CH2:4][CH2:3][CH2:2]1.[N+:11]([O-])([OH:13])=[O:12]. Product: [N+:11]([C:8]1[CH:9]=[C:10]2[C:5]([CH2:4][CH2:3][CH2:2][NH:1]2)=[CH:6][CH:7]=1)([O-:13])=[O:12]. The catalyst class is: 65.